Task: Binary Classification. Given a miRNA mature sequence and a target amino acid sequence, predict their likelihood of interaction.. Dataset: Experimentally validated miRNA-target interactions with 360,000+ pairs, plus equal number of negative samples (1) The protein sequence of the target gene is MTVPKEMPEKWARAQAPPSWSRKKPSWGTEEERRARANDREYNEKFQYASNCIKTSKYNILTFLPVNLFEQFQEVANTYFLFLLILQLIPQISSLSWFTTIVPLVLVLTITAVKDATDDYFRHKSDNQVNNRQSQVLINGILQQEQWMNVCVGDIIKLENNQFVAADLLLLSSSEPHGLCYIETAELDGETNMKVRQAIPVTSELGDISKLAKFDGEVICEPPNNKLDKFSGTLYWKENKFPLSNQNMLLRGCVLRNTEWCFGLVIFAGPDTKLMQNSGRTKFKRTSIDRLMNTLVLWIF.... The miRNA is hsa-miR-6134 with sequence UGAGGUGGUAGGAUGUAGA. Result: 1 (interaction). (2) The miRNA is hsa-miR-4695-3p with sequence UGAUCUCACCGCUGCCUCCUUC. The protein sequence of the target gene is MKPPSSIQTSEFDSSDEEPIEDEQTPIHISWLSLSRVNCSQFLGLCALPGCKFKDVRRNVQKDTEELKSCGIQDIFVFCTRGELSKYRVPNLLDLYQQCGIITHHHPIADGGTPDIASCCEIMEELTTCLKNYRKTLIHCYGGLGRSCLVAACLLLYLSDTISPEQAIDSLRDLRGSGAIQTIKQYNYLHEFRDKLAAHLSSRDSQSRSVSR. Result: 1 (interaction). (3) The miRNA is mmu-miR-5098 with sequence GUUACAUGGUGAAGCCCAGUU. The protein sequence of the target gene is MANYTLAPEDEYDVLIEGELESDEAEQCDKYDAQALSAQLVPSLCSAVFVIGVLDNLLVVLILVKYKGLKRVENIYLLNLAVSNLCFLLTLPFWAHAGGDPMCKILIGLYFVGLYSETFFNCLLTVQRYLVFLHKGNFFSARRRVPCGIITSVLAWVTAILATLPEFVVYKPQMEDQKYKCAFSRTPFLPADETFWKHFLTLKMNISVLVLPLFIFTFLYVQMRKTLRFREQRYSLFKLVFAIMVVFLLMWAPYNIAFFLSTFKEHFSLSDCKSSYNLDKSVHITKLIATTHCCINPLLY.... Result: 0 (no interaction). (4) The miRNA is hsa-miR-153-5p with sequence UCAUUUUUGUGAUGUUGCAGCU. The protein sequence of the target gene is MRKAGSRARAEAEGPHRAMEGGEVTGDRLKADTPDVSFEELLRLQGQGRPKAHKQLVAGNSTRTRSPQQPVCVADKHRPLEMSAKVRVPFLRQVVPISKKVARDPRFDDLSGDYNPEVFDKTYQFLNDIRAKEKQLVKKQLKRHRSGEERDKLQQLLQRMEQQEMAQQERKQQQELRLALKQERRAQAQQGHRPYFLKKSEQRQLALAEKFKELRRSKKLESFLSRKRRRNAGKDRRHLPLSKE. Result: 0 (no interaction).